From a dataset of Full USPTO retrosynthesis dataset with 1.9M reactions from patents (1976-2016). Predict the reactants needed to synthesize the given product. (1) Given the product [NH2:1][C:2]1[N:7]=[CH:6][N:5]=[C:4]2[N:8]([C@H:33]3[CH2:34][CH2:35][C@H:36]([NH:39][CH2:40][CH2:41][C:42]([OH:44])=[O:43])[CH2:37][CH2:38]3)[N:9]=[C:10]([C:11]3[CH:16]=[CH:15][C:14]([NH:17][C:18](=[O:30])[C:19]4[CH:24]=[CH:23][C:22]([C:25]([F:26])([F:27])[F:28])=[CH:21][C:20]=4[O:47][CH3:48])=[C:13]([O:31][CH3:32])[CH:12]=3)[C:3]=12, predict the reactants needed to synthesize it. The reactants are: [NH2:1][C:2]1[N:7]=[CH:6][N:5]=[C:4]2[N:8]([C@H:33]3[CH2:38][CH2:37][C@H:36]([NH:39][CH2:40][CH2:41][C:42]([O:44]CC)=[O:43])[CH2:35][CH2:34]3)[N:9]=[C:10]([C:11]3[CH:16]=[CH:15][C:14]([NH:17][C:18](=[O:30])[C:19]4[CH:24]=[CH:23][C:22]([C:25]([F:28])([F:27])[F:26])=[CH:21][C:20]=4F)=[C:13]([O:31][CH3:32])[CH:12]=3)[C:3]=12.[O:47]1CCOC[CH2:48]1.[OH-].[K+].CO. (2) Given the product [F:15][C:12]1[CH:13]=[C:14]2[C:9](=[CH:10][CH:11]=1)[N:8]([CH2:16][C:17]1[CH:22]=[CH:21][C:20]([S:23]([CH3:26])(=[O:24])=[O:25])=[CH:19][C:18]=1[C:27]([F:28])([F:29])[F:30])[C:7]([CH3:31])=[C:6]2[CH2:5][C:4]([OH:32])=[O:3], predict the reactants needed to synthesize it. The reactants are: C([O:3][C:4](=[O:32])[CH2:5][C:6]1[C:14]2[C:9](=[CH:10][CH:11]=[C:12]([F:15])[CH:13]=2)[N:8]([CH2:16][C:17]2[CH:22]=[CH:21][C:20]([S:23]([CH3:26])(=[O:25])=[O:24])=[CH:19][C:18]=2[C:27]([F:30])([F:29])[F:28])[C:7]=1[CH3:31])C.[Li+].[OH-]. (3) Given the product [NH2:20][C:15]1[CH:14]=[C:13]([C:12]2[N:8]([C:5]3[CH:4]=[CH:3][C:2]([F:1])=[CH:7][CH:6]=3)[N:9]=[C:10]([C:23]([F:26])([F:25])[F:24])[CH:11]=2)[CH:18]=[CH:17][C:16]=1[OH:19], predict the reactants needed to synthesize it. The reactants are: [F:1][C:2]1[CH:7]=[CH:6][C:5]([N:8]2[C:12]([C:13]3[CH:18]=[CH:17][C:16]([OH:19])=[C:15]([N+:20]([O-])=O)[CH:14]=3)=[CH:11][C:10]([C:23]([F:26])([F:25])[F:24])=[N:9]2)=[CH:4][CH:3]=1. (4) Given the product [F:1][C:2]1[CH:3]=[C:4]([C:5]2[C:15]3[C:10](=[CH:11][CH:12]=[CH:13][CH:14]=3)[CH2:9][CH2:8][N:7]=2)[CH:16]=[CH:17][C:18]=1[C:19]([F:22])([F:21])[F:20], predict the reactants needed to synthesize it. The reactants are: [F:1][C:2]1[CH:3]=[C:4]([CH:16]=[CH:17][C:18]=1[C:19]([F:22])([F:21])[F:20])[C:5]([NH:7][CH2:8][CH2:9][C:10]1[CH:15]=[CH:14][CH:13]=[CH:12][CH:11]=1)=O.O=P12OP3(OP(OP(O3)(O1)=O)(=O)O2)=O.P(Cl)(Cl)(Cl)=O. (5) Given the product [F:14][C:15]1[CH:16]=[CH:17][C:18]([C:21]2[O:22][CH:23]=[C:24]([CH2:26][N:4]3[CH2:5][CH2:6][N:1]([C:7]([O:9][C:10]([CH3:13])([CH3:12])[CH3:11])=[O:8])[CH2:2][CH2:3]3)[N:25]=2)=[CH:19][CH:20]=1, predict the reactants needed to synthesize it. The reactants are: [N:1]1([C:7]([O:9][C:10]([CH3:13])([CH3:12])[CH3:11])=[O:8])[CH2:6][CH2:5][NH:4][CH2:3][CH2:2]1.[F:14][C:15]1[CH:20]=[CH:19][C:18]([C:21]2[O:22][CH:23]=[C:24]([CH:26]=O)[N:25]=2)=[CH:17][CH:16]=1. (6) Given the product [O:1]1[C:5]2[CH:6]=[CH:7][CH:8]=[CH:9][C:4]=2[CH:3]=[C:2]1[C:10]1[N:14]2[N:15]=[C:16]([O:34][CH2:33][CH2:32][NH:31][CH2:29][CH2:30][OH:39])[CH:17]=[CH:18][C:13]2=[N:12][CH:11]=1, predict the reactants needed to synthesize it. The reactants are: [O:1]1[C:5]2[CH:6]=[CH:7][CH:8]=[CH:9][C:4]=2[CH:3]=[C:2]1[C:10]1[N:14]2[N:15]=[C:16](Cl)[CH:17]=[CH:18][C:13]2=[N:12][CH:11]=1.C(N(C(C)C)CC)(C)C.[CH2:29]([NH:31][CH2:32][CH2:33][OH:34])[CH3:30].C([OH:39])CCC.